This data is from Catalyst prediction with 721,799 reactions and 888 catalyst types from USPTO. The task is: Predict which catalyst facilitates the given reaction. (1) Reactant: Cl.[CH3:2][CH:3]([O:5][C:6]1[CH:13]=[CH:12][C:11]([C:14]2[O:18][N:17]=[C:16]([C:19]3[CH:29]=[CH:28][C:22]4[CH2:23][CH2:24][NH:25][CH2:26][CH2:27][C:21]=4[CH:20]=3)[N:15]=2)=[CH:10][C:7]=1[C:8]#[N:9])[CH3:4].CN(C=O)C.[CH2:35]([O:37][C:38](=[O:43])[CH2:39][CH2:40][CH2:41]Br)[CH3:36].C(=O)([O-])[O-].[K+].[K+]. Product: [C:8]([C:7]1[CH:10]=[C:11]([C:14]2[O:18][N:17]=[C:16]([C:19]3[CH:29]=[CH:28][C:22]4[CH2:23][CH2:24][N:25]([CH2:41][CH2:40][CH2:39][C:38]([O:37][CH2:35][CH3:36])=[O:43])[CH2:26][CH2:27][C:21]=4[CH:20]=3)[N:15]=2)[CH:12]=[CH:13][C:6]=1[O:5][CH:3]([CH3:2])[CH3:4])#[N:9]. The catalyst class is: 6. (2) Reactant: [C:1]([O:5][C:6]([NH:8][C@@H:9]1[CH2:14][CH2:13][CH2:12][N:11]([C:15]([O:17][CH2:18][C:19]2[CH:24]=[CH:23][CH:22]=[CH:21][CH:20]=2)=[O:16])[CH2:10]1)=[O:7])([CH3:4])([CH3:3])[CH3:2].[H-].[Na+].I[CH3:28].O. Product: [C:1]([O:5][C:6]([N:8]([CH3:28])[C@@H:9]1[CH2:14][CH2:13][CH2:12][N:11]([C:15]([O:17][CH2:18][C:19]2[CH:24]=[CH:23][CH:22]=[CH:21][CH:20]=2)=[O:16])[CH2:10]1)=[O:7])([CH3:4])([CH3:2])[CH3:3]. The catalyst class is: 3. (3) Reactant: [F:1][C:2]1[CH:3]=[C:4]([NH:8][C:9]2([C:29]#[N:30])[CH2:14][CH2:13][N:12]([CH2:15][C:16]3[CH:17]=[C:18]([C:22]4[CH:27]=[CH:26][CH:25]=[CH:24][C:23]=4[CH3:28])[CH:19]=[CH:20][CH:21]=3)[CH2:11][CH2:10]2)[CH:5]=[CH:6][CH:7]=1. Product: [NH2:30][CH2:29][C:9]1([NH:8][C:4]2[CH:5]=[CH:6][CH:7]=[C:2]([F:1])[CH:3]=2)[CH2:10][CH2:11][N:12]([CH2:15][C:16]2[CH:17]=[C:18]([C:22]3[CH:27]=[CH:26][CH:25]=[CH:24][C:23]=3[CH3:28])[CH:19]=[CH:20][CH:21]=2)[CH2:13][CH2:14]1. The catalyst class is: 171. (4) Reactant: C([O:5][C:6]([C@H:8]1[CH2:12][CH2:11][CH2:10][N:9]1[C:13](=[O:39])[CH2:14][O:15][C:16]1[CH:21]=[C:20]([OH:22])[CH:19]=[C:18]([O:23][CH2:24][C:25]([N:27]2[CH2:31][CH2:30][CH2:29][C@@H:28]2[C:32]([O:34]C(C)(C)C)=[O:33])=[O:26])[CH:17]=1)=[O:7])(C)(C)C. Product: [C:32]([C@H:28]1[CH2:29][CH2:30][CH2:31][N:27]1[C:25](=[O:26])[CH2:24][O:23][C:18]1[CH:17]=[C:16]([CH:21]=[C:20]([OH:22])[CH:19]=1)[O:15][CH2:14][C:13]([N:9]1[CH2:10][CH2:11][CH2:12][C@@H:8]1[C:6]([OH:7])=[O:5])=[O:39])([OH:34])=[O:33]. The catalyst class is: 55. (5) Reactant: [CH3:1][O:2][C:3](=[O:35])[C:4]1[CH:9]=[CH:8][C:7]([CH:10]([NH:20][C:21]([NH:23][C:24]2[CH:29]=[CH:28][C:27]([O:30][C:31]([F:34])([F:33])[F:32])=[CH:26][CH:25]=2)=[O:22])[CH:11]2[CH2:16][CH2:15][CH:14]([C:17](O)=[O:18])[CH2:13][CH2:12]2)=[CH:6][CH:5]=1.Cl.C(N=C=NCCCN(C)C)C.ON1C2C=CC=CC=2N=N1.[CH2:58]([NH:60][CH2:61][CH3:62])[CH3:59]. Product: [CH3:1][O:2][C:3](=[O:35])[C:4]1[CH:9]=[CH:8][C:7]([CH:10]([NH:20][C:21]([NH:23][C:24]2[CH:25]=[CH:26][C:27]([O:30][C:31]([F:33])([F:32])[F:34])=[CH:28][CH:29]=2)=[O:22])[CH:11]2[CH2:16][CH2:15][CH:14]([C:17](=[O:18])[N:60]([CH2:61][CH3:62])[CH2:58][CH3:59])[CH2:13][CH2:12]2)=[CH:6][CH:5]=1. The catalyst class is: 248.